Dataset: Full USPTO retrosynthesis dataset with 1.9M reactions from patents (1976-2016). Task: Predict the reactants needed to synthesize the given product. (1) Given the product [CH2:9]([C@H:10]([NH:14][C:15](=[O:24])[C:46]1[CH:50]=[C:51]([CH3:53])[CH:52]=[C:44]([CH3:42])[CH:45]=1)[C@H:11]([OH:12])[CH2:13][NH:37][CH2:34][C:35]1[CH:30]=[CH:29][CH:28]=[C:27]([O:26][CH3:25])[CH:36]=1)[C:4]1[CH:3]=[CH:2][CH:7]=[CH:6][CH:5]=1, predict the reactants needed to synthesize it. The reactants are: F[C:2]1[CH:3]=[C:4]([CH2:9][C@H:10]([NH:14][C:15](=[O:24])OCC2C=CC=CC=2)[C@H:11]2[CH2:13][O:12]2)[CH:5]=[C:6](F)[CH:7]=1.[CH3:25][O:26][C:27]1[CH:36]=[C:35]2[C:30](CCC[CH:34]2[NH2:37])=[CH:29][CH:28]=1.C(N(CCC)[C:42]([C:44]1[CH:45]=[C:46]([CH:50]=[C:51]([CH2:53]C)[CH:52]=1)C(O)=O)=O)CC. (2) Given the product [CH:1]1([N:4]([CH:5]2[CH2:10][CH2:9][N:8]([C:11]3[C:16]([F:17])=[CH:15][C:14]([C:18]([F:20])([F:19])[F:21])=[CH:13][N:12]=3)[CH2:7][CH2:6]2)[C:32](=[O:33])[C:31]2[CH:35]=[CH:36][C:28]([N:27]3[C:23]([CH3:22])=[N:24][N:25]=[N:26]3)=[CH:29][CH:30]=2)[CH2:2][CH2:3]1, predict the reactants needed to synthesize it. The reactants are: [CH:1]1([NH:4][CH:5]2[CH2:10][CH2:9][N:8]([C:11]3[C:16]([F:17])=[CH:15][C:14]([C:18]([F:21])([F:20])[F:19])=[CH:13][N:12]=3)[CH2:7][CH2:6]2)[CH2:3][CH2:2]1.[CH3:22][C:23]1[N:27]([C:28]2[CH:36]=[CH:35][C:31]([C:32](O)=[O:33])=[CH:30][CH:29]=2)[N:26]=[N:25][N:24]=1. (3) Given the product [OH:28][CH2:27][C:24]1[CH:25]=[CH:26][C:21]([C:20]#[C:19][C:17]2[CH:18]=[C:13]([S:12][C:9]3[CH:10]=[CH:11][C:6]([O:5][CH2:4][C:3]([OH:40])=[O:2])=[C:7]([CH3:39])[CH:8]=3)[CH:14]=[C:15]([C:29]#[C:30][C:31]3[CH:36]=[CH:35][C:34]([CH2:37][OH:38])=[CH:33][CH:32]=3)[N:16]=2)=[CH:22][CH:23]=1, predict the reactants needed to synthesize it. The reactants are: C[O:2][C:3](=[O:40])[CH2:4][O:5][C:6]1[CH:11]=[CH:10][C:9]([S:12][C:13]2[CH:18]=[C:17]([C:19]#[C:20][C:21]3[CH:26]=[CH:25][C:24]([CH2:27][OH:28])=[CH:23][CH:22]=3)[N:16]=[C:15]([C:29]#[C:30][C:31]3[CH:36]=[CH:35][C:34]([CH2:37][OH:38])=[CH:33][CH:32]=3)[CH:14]=2)=[CH:8][C:7]=1[CH3:39].Cl.O.C(OCC)(=O)C. (4) Given the product [CH2:1]([N:3]([CH2:6][C:7]1[S:11][C:10]([C:12]2[O:16][N:15]=[C:14]([C:17]3[CH:18]=[CH:19][C:20]([CH2:23][CH2:24][O:25][S:37]([CH3:36])(=[O:39])=[O:38])=[CH:21][CH:22]=3)[N:13]=2)=[CH:9][C:8]=1[CH3:26])[CH2:4][CH3:5])[CH3:2], predict the reactants needed to synthesize it. The reactants are: [CH2:1]([N:3]([CH2:6][C:7]1[S:11][C:10]([C:12]2[O:16][N:15]=[C:14]([C:17]3[CH:22]=[CH:21][C:20]([CH2:23][CH2:24][OH:25])=[CH:19][CH:18]=3)[N:13]=2)=[CH:9][C:8]=1[CH3:26])[CH2:4][CH3:5])[CH3:2].CCN(C(C)C)C(C)C.[CH3:36][S:37](Cl)(=[O:39])=[O:38]. (5) Given the product [CH3:1][C:2]1[CH:7]=[C:6]([C:8]2[CH:13]=[CH:12][C:11]([C:14]([F:15])([F:16])[F:17])=[CH:10][CH:9]=2)[C:5]([C:18]([NH:21][C:22]2[CH:23]=[CH:24][C:25]([CH2:28][C:29](=[O:30])[NH:31][C:32]3[CH:37]=[CH:36][CH:35]=[CH:34][N:33]=3)=[CH:26][CH:27]=2)=[O:20])=[CH:4][CH:3]=1, predict the reactants needed to synthesize it. The reactants are: [CH3:1][C:2]1[CH:7]=[C:6]([C:8]2[CH:13]=[CH:12][C:11]([C:14]([F:17])([F:16])[F:15])=[CH:10][CH:9]=2)[C:5]([C:18]([OH:20])=O)=[CH:4][CH:3]=1.[NH2:21][C:22]1[CH:27]=[CH:26][C:25]([CH2:28][C:29]([NH:31][C:32]2[CH:37]=[CH:36][CH:35]=[CH:34][N:33]=2)=[O:30])=[CH:24][CH:23]=1.O.ON1C2C=CC=CC=2N=N1.Cl.CN(C)CCCN=C=NCC. (6) Given the product [CH3:7][C:54]1[C:55]([CH2:57][O:58][CH3:59])=[CH:56][C:51]([C@H:21]2[C@H:20]([O:19][CH2:12][C:13]3[CH:14]=[CH:15][CH:16]=[CH:17][CH:18]=3)[C@@H:25]([O:26][CH2:27][C:28]3[CH:33]=[CH:32][CH:31]=[CH:30][CH:29]=3)[C@H:42]([O:43][CH2:44][C:45]3[CH:46]=[CH:47][CH:48]=[CH:49][CH:50]=3)[C@@H:23]([CH2:24][O:34][CH2:35][C:36]3[CH:37]=[CH:38][CH:39]=[CH:40][CH:41]=3)[O:22]2)=[CH:52][C:53]=1[CH:65]=[O:66], predict the reactants needed to synthesize it. The reactants are: CCCCCC.[CH2:7]([Li])CCC.[CH2:12]([O:19][C@@H:20]1[C@@H:25]([O:26][CH2:27][C:28]2[CH:33]=[CH:32][CH:31]=[CH:30][CH:29]=2)[C@H:24]([O:34][CH2:35][C:36]2[CH:41]=[CH:40][CH:39]=[CH:38][CH:37]=2)[C@@H:23]([CH2:42][O:43][CH2:44][C:45]2[CH:50]=[CH:49][CH:48]=[CH:47][CH:46]=2)[O:22][C@H:21]1[C:51]1[CH:56]=[C:55]([CH2:57][O:58][CH3:59])[CH:54]=[C:53](Br)[CH:52]=1)[C:13]1[CH:18]=[CH:17][CH:16]=[CH:15][CH:14]=1.[Cl-].[NH4+].C1C[O:66][CH2:65]C1.